This data is from Full USPTO retrosynthesis dataset with 1.9M reactions from patents (1976-2016). The task is: Predict the reactants needed to synthesize the given product. (1) Given the product [CH3:13][O:12][C:7]1[CH:6]=[C:5]2[C:10]([CH:11]=[C:2]([C:17]3[CH:25]=[CH:24][C:20]([C:21]([OH:23])=[O:22])=[CH:19][CH:18]=3)[CH:3]=[N:4]2)=[CH:9][CH:8]=1, predict the reactants needed to synthesize it. The reactants are: Br[C:2]1[CH:3]=[N:4][C:5]2[C:10]([CH:11]=1)=[CH:9][CH:8]=[C:7]([O:12][CH3:13])[CH:6]=2.B([C:17]1[CH:25]=[CH:24][C:20]([C:21]([OH:23])=[O:22])=[CH:19][CH:18]=1)(O)O.C([O-])([O-])=O.[Na+].[Na+]. (2) Given the product [N:46]([CH2:45][CH2:44][CH2:43][CH2:42][CH2:41][CH2:40][N:26]1[C:27](=[O:28])[N:23]([C:20]2[CH:21]=[CH:22][C:17]([N:14]3[CH2:13][CH2:12][N:11]([C:8]4[CH:9]=[CH:10][C:5]([O:4][CH2:3][O:2][CH3:1])=[CH:6][CH:7]=4)[CH2:16][CH2:15]3)=[CH:18][CH:19]=2)[CH:24]=[N:25]1)=[N+:47]=[N-:48], predict the reactants needed to synthesize it. The reactants are: [CH3:1][O:2][CH2:3][O:4][C:5]1[CH:10]=[CH:9][C:8]([N:11]2[CH2:16][CH2:15][N:14]([C:17]3[CH:22]=[CH:21][C:20]([N:23]4[C:27](=[O:28])[NH:26][N:25]=[CH:24]4)=[CH:19][CH:18]=3)[CH2:13][CH2:12]2)=[CH:7][CH:6]=1.BrC1C=CC(S(O[CH2:40][CH2:41][CH2:42][CH2:43][CH2:44][CH2:45][N:46]=[N+:47]=[N-:48])(=O)=O)=CC=1.C([O-])([O-])=O.[Cs+].[Cs+].